The task is: Predict which catalyst facilitates the given reaction.. This data is from Catalyst prediction with 721,799 reactions and 888 catalyst types from USPTO. (1) Reactant: Br[CH2:2][C:3]1[N:8]([CH2:9][CH2:10][C:11]2[CH:20]=[CH:19][C:14]([C:15]([O:17][CH3:18])=[O:16])=[CH:13][CH:12]=2)[C:7](=[O:21])[C:6]([Cl:22])=[CH:5][C:4]=1[Cl:23].C(=O)([O-])[O-:25].[Na+].[Na+].C[N+]([O-])(C)C.C(OCC)(=O)C. Product: [Cl:22][C:6]1[C:7](=[O:21])[N:8]([CH2:9][CH2:10][C:11]2[CH:20]=[CH:19][C:14]([C:15]([O:17][CH3:18])=[O:16])=[CH:13][CH:12]=2)[C:3]([CH:2]=[O:25])=[C:4]([Cl:23])[CH:5]=1. The catalyst class is: 18. (2) Reactant: [F-].C([N+](CCCC)(CCCC)CCCC)CCC.COC(=O)[CH2:22][N:23]([S:31](=[O:43])(=[O:42])[NH:32][C:33](OCC[Si](C)(C)C)=[O:34])[C:24]1[CH:29]=[CH:28][C:27]([I:30])=[CH:26][CH:25]=1. Product: [I:30][C:27]1[CH:28]=[CH:29][C:24]([N:23]2[S:31](=[O:43])(=[O:42])[NH:32][C:33](=[O:34])[CH2:22]2)=[CH:25][CH:26]=1. The catalyst class is: 7. (3) Reactant: [CH:1]1([CH2:7][CH2:8][CH2:9][C:10]2[CH:11]=[C:12]([CH:27]=[CH:28][CH:29]=2)[CH2:13][N:14]2[CH2:19][CH2:18][N:17](C(OC(C)(C)C)=O)[CH2:16][CH2:15]2)[CH2:6][CH2:5]CCC1.Cl.CCOC(C)=O. Product: [CH2:7]1[CH2:1][CH2:6][CH2:5][CH:9]([C:10]2[CH:11]=[C:12]([CH:27]=[CH:28][CH:29]=2)[CH2:13][N:14]2[CH2:15][CH2:16][NH:17][CH2:18][CH2:19]2)[CH2:8]1. The catalyst class is: 25. (4) Reactant: [H-].[Na+].[NH2:3][CH:4]([CH3:7])[CH2:5][OH:6].[Cl:8][C:9]1[CH:14]=[CH:13][CH:12]=[C:11](Cl)[N:10]=1. Product: [Cl:8][C:9]1[N:10]=[C:11]([O:6][CH2:5][CH:4]([NH2:3])[CH3:7])[CH:12]=[CH:13][CH:14]=1. The catalyst class is: 1.